From a dataset of Catalyst prediction with 721,799 reactions and 888 catalyst types from USPTO. Predict which catalyst facilitates the given reaction. (1) Reactant: C(OC([N:8]1[CH2:13][CH2:12][CH2:11][CH:10]([CH2:14][NH:15][C@:16]23[CH2:50][CH2:49][C@@H:48]([C:51]([CH3:53])=[CH2:52])[C@@H:17]2[C@@H:18]2[C@@:31]([CH3:34])([CH2:32][CH2:33]3)[C@@:30]3([CH3:35])[C@@H:21]([C@:22]4([CH3:47])[C@@H:27]([CH2:28][CH2:29]3)[C:26]([CH3:37])([CH3:36])[C:25]([C:38]3[CH:46]=[CH:45][C:41]([C:42]([OH:44])=[O:43])=[CH:40][CH:39]=3)=[CH:24][CH2:23]4)[CH2:20][CH2:19]2)[CH2:9]1)=O)(C)(C)C.C(O)(C(F)(F)F)=O. Product: [CH3:34][C@:31]12[C@@:30]3([CH3:35])[C@@H:21]([C@:22]4([CH3:47])[C@@H:27]([CH2:28][CH2:29]3)[C:26]([CH3:36])([CH3:37])[C:25]([C:38]3[CH:46]=[CH:45][C:41]([C:42]([OH:44])=[O:43])=[CH:40][CH:39]=3)=[CH:24][CH2:23]4)[CH2:20][CH2:19][C@@H:18]1[C@H:17]1[C@H:48]([C:51]([CH3:53])=[CH2:52])[CH2:49][CH2:50][C@:16]1([NH:15][CH2:14][CH:10]1[CH2:11][CH2:12][CH2:13][NH:8][CH2:9]1)[CH2:33][CH2:32]2. The catalyst class is: 2. (2) Reactant: [N:1]1[C:10]2[C:5](=[CH:6][C:7]([C:11]([O:13][CH3:14])=[O:12])=[CH:8][CH:9]=2)[CH:4]=[CH:3][CH:2]=1.C([O-])=O.[NH4+]. Product: [NH:1]1[C:10]2[C:5](=[CH:6][C:7]([C:11]([O:13][CH3:14])=[O:12])=[CH:8][CH:9]=2)[CH2:4][CH2:3][CH2:2]1. The catalyst class is: 19.